Dataset: HIV replication inhibition screening data with 41,000+ compounds from the AIDS Antiviral Screen. Task: Binary Classification. Given a drug SMILES string, predict its activity (active/inactive) in a high-throughput screening assay against a specified biological target. (1) The drug is COc1ccc(N2C(=O)C(=C(C)c3cc4ccccc4oc3=O)N=C2c2cc([N+](=O)[O-])ccc2Cl)cc1. The result is 0 (inactive). (2) The compound is O=C1OCC2Cc3sccc3C(c3ccccc3)=C12. The result is 0 (inactive).